Dataset: Forward reaction prediction with 1.9M reactions from USPTO patents (1976-2016). Task: Predict the product of the given reaction. Given the reactants O/[N:2]=[C:3](\[CH3:7])/[C:4](=O)[CH3:5].O.[C:9]([OH:12])(=O)[CH3:10], predict the reaction product. The product is: [CH3:7][C:3]1[NH:2][C:7]2[CH2:3][CH2:4][CH2:5][C:9](=[O:12])[C:10]=2[C:4]=1[CH3:5].